The task is: Predict the reaction yield, written as a fraction of the theoretical maximum amount of product (1.0 means a 100% yield; for example, 0.34 means a 34% yield).. This data is from Reaction yield outcomes from USPTO patents with 853,638 reactions. (1) The reactants are [CH:1]1([N:4]2[C:8]([C:9]([F:12])([F:11])[F:10])=[C:7]([C:13]([OH:15])=O)[CH:6]=[N:5]2)[CH2:3][CH2:2]1.CCN(C(C)C)C(C)C.[B-](F)(F)(F)F.CN(C(ON1C(=O)CCC1=O)=[N+](C)C)C.Cl.[NH2:46][CH:47]1[CH:54]2[CH2:55][CH:50]3[CH2:51][CH:52]([CH2:56][CH:48]1[CH2:49]3)[CH2:53]2. The catalyst is ClCCl.CN(C=O)C.O. The product is [CH:48]12[CH2:56][CH:52]3[CH2:51][CH:50]([CH2:55][CH:54]([CH2:53]3)[CH:47]1[NH:46][C:13]([C:7]1[CH:6]=[N:5][N:4]([CH:1]3[CH2:2][CH2:3]3)[C:8]=1[C:9]([F:10])([F:11])[F:12])=[O:15])[CH2:49]2. The yield is 0.560. (2) The reactants are [CH3:1][Al](C)C.[CH2:5]1[O:7][C@@H:6]1[C:8]1[CH:13]=[CH:12][CH:11]=[CH:10][CH:9]=1. The catalyst is C1(C)C=CC=CC=1. The product is [C:8]1([C@@H:6]([CH3:1])[CH2:5][OH:7])[CH:13]=[CH:12][CH:11]=[CH:10][CH:9]=1. The yield is 0.926. (3) The reactants are C(O[C:9]([N:11]1[CH2:16][CH2:15][CH:14]([CH2:17][N:18]([C:28]2[CH:32]=[C:31]([C:33]3[CH:38]=[CH:37][CH:36]=[CH:35][CH:34]=3)[S:30][C:29]=2[C:39]([O:41][CH3:42])=[O:40])[C:19]([CH:21]2[CH2:26][CH2:25][CH:24]([CH3:27])[CH2:23][CH2:22]2)=[O:20])[CH2:13][CH2:12]1)=O)C1C=CC=CC=1.C=O. The catalyst is CO.CC(O)=O.[Pd]. The product is [CH3:42][O:41][C:39]([C:29]1[S:30][C:31]([C:33]2[CH:34]=[CH:35][CH:36]=[CH:37][CH:38]=2)=[CH:32][C:28]=1[N:18]([C:19]([CH:21]1[CH2:26][CH2:25][CH:24]([CH3:27])[CH2:23][CH2:22]1)=[O:20])[CH2:17][CH:14]1[CH2:15][CH2:16][N:11]([CH3:9])[CH2:12][CH2:13]1)=[O:40]. The yield is 0.310. (4) The reactants are [Li+].C[Si]([N-][Si](C)(C)C)(C)C.[CH:11]1[C:20]2[C:15](=[CH:16][CH:17]=[CH:18][CH:19]=2)[CH:14]=[CH:13][CH:12]=1.[CH3:21][NH:22][CH3:23].[CH2:24]1C[O:27][CH2:26][CH2:25]1. The catalyst is CC(OC1C=CC=C(OC(C)C)C=1C1C(P(C2CCCCC2)C2CCCCC2)=CC=CC=1)C.CC(OC)(C)C.C1C=[C-]C(CCN)=CC=1.Cl[Pd+]. The product is [CH3:21][N:22]([CH3:23])[C:16]1[CH:17]=[CH:18][CH:19]=[C:20]2[C:15]=1[CH:14]=[C:13]1[CH2:24][CH2:25][C:26](=[O:27])[C:12]1=[CH:11]2. The yield is 0.500. (5) The reactants are [OH:1][C:2]1[CH:3]=[N:4][CH:5]=[CH:6][C:7]=1[NH2:8].[NH2:9][C:10]1[CH:18]=[CH:17][CH:16]=[CH:15][C:11]=1[C:12](O)=O. No catalyst specified. The product is [N:8]1[C:7]2[CH:6]=[CH:5][N:4]=[CH:3][C:2]=2[O:1][C:12]=1[C:11]1[CH:15]=[CH:16][CH:17]=[CH:18][C:10]=1[NH2:9]. The yield is 0.310.